This data is from Aqueous solubility values for 9,982 compounds from the AqSolDB database. The task is: Regression/Classification. Given a drug SMILES string, predict its absorption, distribution, metabolism, or excretion properties. Task type varies by dataset: regression for continuous measurements (e.g., permeability, clearance, half-life) or binary classification for categorical outcomes (e.g., BBB penetration, CYP inhibition). For this dataset (solubility_aqsoldb), we predict Y. The compound is O=C([O-])c1cccc(Cl)c1[N+](=O)[O-]. The Y is -2.63 log mol/L.